Dataset: Forward reaction prediction with 1.9M reactions from USPTO patents (1976-2016). Task: Predict the product of the given reaction. (1) The product is: [C:1]1([CH2:14][O:15][C:25](=[O:32])[CH2:26][CH2:27][CH2:28][C:29]([OH:31])=[O:30])[C:13]2[CH2:12][C:11]3[C:6](=[CH:7][CH:8]=[CH:9][CH:10]=3)[C:5]=2[CH:4]=[CH:3][CH:2]=1. Given the reactants [C:1]1([CH2:14][OH:15])[C:13]2[CH2:12][C:11]3[C:6](=[CH:7][CH:8]=[CH:9][CH:10]=3)[C:5]=2[CH:4]=[CH:3][CH:2]=1.CN(C1C=CC=CN=1)C.[C:25]1(=[O:32])[O:31][C:29](=[O:30])[CH2:28][CH2:27][CH2:26]1, predict the reaction product. (2) Given the reactants [C:1]1([N:7]([CH2:30][CH2:31][C:32]([O:34][CH2:35][CH3:36])=[O:33])[C:8]([C:10]2[CH:29]=[CH:28][C:13]3[N:14]([CH3:27])[C:15]([CH2:17][CH2:18][C:19]4[CH:24]=[CH:23][C:22]([C:25]#[N:26])=[CH:21][CH:20]=4)=[N:16][C:12]=3[CH:11]=2)=[O:9])[CH:6]=[CH:5][CH:4]=[CH:3][CH:2]=1.[ClH:37].C(O)C.C(=O)([O-])[O-].[NH4+:45].[NH4+], predict the reaction product. The product is: [ClH:37].[C:1]1([N:7]([CH2:30][CH2:31][C:32]([O:34][CH2:35][CH3:36])=[O:33])[C:8]([C:10]2[CH:29]=[CH:28][C:13]3[N:14]([CH3:27])[C:15]([CH2:17][CH2:18][C:19]4[CH:24]=[CH:23][C:22]([C:25](=[NH:45])[NH2:26])=[CH:21][CH:20]=4)=[N:16][C:12]=3[CH:11]=2)=[O:9])[CH:6]=[CH:5][CH:4]=[CH:3][CH:2]=1. (3) Given the reactants [Br:1][C:2]1[C:3](=[O:17])[NH:4][CH:5]=[CH:6][C:7]=1[O:8][CH2:9][C:10]1[CH:15]=[CH:14][C:13]([F:16])=[CH:12][CH:11]=1.[C:18]([O-])([O-])=O.[K+].[K+].[CH:24]1(CBr)[CH2:26][CH2:25]1, predict the reaction product. The product is: [Br:1][C:2]1[C:3](=[O:17])[N:4]([CH:24]2[CH2:26][CH2:25]2)[CH:5]=[C:6]([CH3:18])[C:7]=1[O:8][CH2:9][C:10]1[CH:15]=[CH:14][C:13]([F:16])=[CH:12][CH:11]=1.